Dataset: Catalyst prediction with 721,799 reactions and 888 catalyst types from USPTO. Task: Predict which catalyst facilitates the given reaction. (1) Reactant: [CH2:1]([N:5]1[C:10]([NH:11][CH2:12][CH2:13][C:14]2[CH:19]=[CH:18][C:17]([N+:20]([O-:22])=[O:21])=[CH:16][CH:15]=2)=[CH:9][C:8](=[O:23])[N:7]([CH2:24][C:25]2[CH:30]=[CH:29][CH:28]=[CH:27][C:26]=2[F:31])[C:6]1=[O:32])[CH2:2][CH2:3][CH3:4].[N:33](OCCC(C)C)=O.Cl. Product: [CH2:1]([N:5]1[C:10]2[N:11]=[C:12]([CH2:13][C:14]3[CH:15]=[CH:16][C:17]([N+:20]([O-:22])=[O:21])=[CH:18][CH:19]=3)[NH:33][C:9]=2[C:8](=[O:23])[N:7]([CH2:24][C:25]2[CH:30]=[CH:29][CH:28]=[CH:27][C:26]=2[F:31])[C:6]1=[O:32])[CH2:2][CH2:3][CH3:4]. The catalyst class is: 8. (2) Reactant: [C:1]([O:6][CH2:7][CH2:8]O)(=O)[C:2]([CH3:4])=[CH2:3].[CH2:10](N([CH2:15][CH3:16])CC)[CH3:11].[C:17](Cl)(=O)C(Cl)=O. Product: [CH2:7]([O:6][CH2:1][CH2:2][CH2:4][CH3:17])[CH2:8][CH2:10][CH3:11].[CH3:17][CH2:15][CH2:16][CH2:4][CH2:2][CH3:3]. The catalyst class is: 2. (3) Reactant: Cl[C:2]1[CH:7]=[C:6]([C:8]([NH:10][C:11]2[CH:12]=[C:13]([CH:17]([NH:22][C:23]3[C:32]4[C:27](=[C:28]([C:33]([NH2:35])=[O:34])[CH:29]=[CH:30][CH:31]=4)[N:26]=[CH:25][N:24]=3)[CH2:18][N:19]([CH3:21])[CH3:20])[CH:14]=[CH:15][CH:16]=2)=[O:9])[CH:5]=[CH:4][N:3]=1.CC(O)(C)C.CS(C)=O.[NH:45]1[CH2:49][CH2:48][CH2:47][CH2:46]1. Product: [CH3:20][N:19]([CH3:21])[CH2:18][CH:17]([NH:22][C:23]1[C:32]2[C:27](=[C:28]([C:33]([NH2:35])=[O:34])[CH:29]=[CH:30][CH:31]=2)[N:26]=[CH:25][N:24]=1)[C:13]1[CH:14]=[CH:15][CH:16]=[C:11]([NH:10][C:8]([C:6]2[CH:5]=[CH:4][N:3]=[C:2]([N:45]3[CH2:49][CH2:48][CH2:47][CH2:46]3)[CH:7]=2)=[O:9])[CH:12]=1. The catalyst class is: 6. (4) Reactant: B(Br)(Br)Br.[Cl:5][C:6]1[CH:14]=[C:13]2[C:9]([C:10]([NH2:33])=[N:11][C:12]2([C:25]2[CH:30]=[CH:29][CH:28]=[C:27]([O:31]C)[CH:26]=2)[C:15]2[CH:20]=[CH:19][N:18]=[C:17]([C:21]([F:24])([F:23])[F:22])[CH:16]=2)=[C:8]([F:34])[CH:7]=1. Product: [NH2:33][C:10]1[C:9]2[C:13](=[CH:14][C:6]([Cl:5])=[CH:7][C:8]=2[F:34])[C:12]([C:25]2[CH:26]=[C:27]([OH:31])[CH:28]=[CH:29][CH:30]=2)([C:15]2[CH:20]=[CH:19][N:18]=[C:17]([C:21]([F:24])([F:23])[F:22])[CH:16]=2)[N:11]=1. The catalyst class is: 2. (5) Reactant: [F:1][C:2]1[CH:10]=[CH:9][C:5]([C:6]([OH:8])=O)=[CH:4][C:3]=1[N+:11]([O-:13])=[O:12].O=S(Cl)Cl.[Br:18][C:19]1[CH:25]=[CH:24][C:22]([NH2:23])=[CH:21][CH:20]=1. Product: [Br:18][C:19]1[CH:25]=[CH:24][C:22]([NH:23][C:6](=[O:8])[C:5]2[CH:9]=[CH:10][C:2]([F:1])=[C:3]([N+:11]([O-:13])=[O:12])[CH:4]=2)=[CH:21][CH:20]=1. The catalyst class is: 85. (6) Reactant: OCCN1CC2C(C2NC(=O)OC(C)(C)C)C1.C(N(CC)CC)C.CS(Cl)(=O)=O.[CH3:30][S:31]([O:34][CH2:35][CH2:36][N:37]1[CH2:42][CH2:41][CH:40]([NH:43][C:44]([O:46][C:47]([CH3:50])([CH3:49])[CH3:48])=[O:45])[CH2:39][CH2:38]1)(=[O:33])=[O:32].S([O-])(=O)(=O)C. Product: [CH3:30][S:31]([O:34][CH2:35][CH2:36][N:37]1[CH2:38][CH:39]2[CH:41]([CH:40]2[NH:43][C:44]([O:46][C:47]([CH3:50])([CH3:49])[CH3:48])=[O:45])[CH2:42]1)(=[O:32])=[O:33]. The catalyst class is: 22. (7) Reactant: [Cl:1][C:2]1[CH:7]=[C:6]([NH:8][C:9]([C:11]2[N:15]3[N:16]=[C:17]([NH:33][CH:34]4[CH2:39][CH2:38][S:37][CH2:36][CH2:35]4)[CH:18]=[C:19]([N:20]([CH:30]4[CH2:32][CH2:31]4)CC4C=CC(OC)=CC=4)[C:14]3=[N:13][CH:12]=2)=[O:10])[CH:5]=[CH:4][N:3]=1.C(O)(C(F)(F)F)=O. Product: [Cl:1][C:2]1[CH:7]=[C:6]([NH:8][C:9]([C:11]2[N:15]3[N:16]=[C:17]([NH:33][CH:34]4[CH2:39][CH2:38][S:37][CH2:36][CH2:35]4)[CH:18]=[C:19]([NH:20][CH:30]4[CH2:32][CH2:31]4)[C:14]3=[N:13][CH:12]=2)=[O:10])[CH:5]=[CH:4][N:3]=1. The catalyst class is: 61.